From a dataset of Forward reaction prediction with 1.9M reactions from USPTO patents (1976-2016). Predict the product of the given reaction. (1) Given the reactants [CH3:1][O:2][C:3]([C:5]1[S:6][C:7]([C:10]([CH2:34]C=C)([CH2:14][O:15][C:16]2[CH:21]=[C:20]([CH3:22])[C:19]([C:23]3[CH:28]=[CH:27][C:26]([C:29]([F:32])([F:31])[F:30])=[CH:25][CH:24]=3)=[C:18]([CH3:33])[CH:17]=2)[CH2:11][CH:12]=[CH2:13])=[CH:8][CH:9]=1)=[O:4], predict the reaction product. The product is: [CH3:1][O:2][C:3]([C:5]1[S:6][C:7]([C:10]2([CH2:14][O:15][C:16]3[CH:17]=[C:18]([CH3:33])[C:19]([C:23]4[CH:28]=[CH:27][C:26]([C:29]([F:32])([F:31])[F:30])=[CH:25][CH:24]=4)=[C:20]([CH3:22])[CH:21]=3)[CH2:34][CH:13]=[CH:12][CH2:11]2)=[CH:8][CH:9]=1)=[O:4]. (2) Given the reactants [Cl:1][C:2]1[CH:3]=[C:4]([C:30]2[CH2:31][CH2:32][C:33](=[O:36])[NH:34][N:35]=2)[CH:5]=[CH:6][C:7]=1[O:8][CH2:9][C:10]([N:12]1[CH2:17][CH2:16][CH:15]([NH:18][CH2:19][C@H:20]([OH:29])[CH2:21][O:22][C:23]2[CH:28]=[CH:27][CH:26]=[CH:25][CH:24]=2)[CH2:14][CH2:13]1)=[O:11].[CH2:37]([C:40]1C=CC=CC=1O)[CH:38]=C, predict the reaction product. The product is: [CH2:40]([C:28]1[CH:27]=[CH:26][CH:25]=[CH:24][C:23]=1[O:22][CH2:21][C@@H:20]([OH:29])[CH2:19][NH:18][CH:15]1[CH2:14][CH2:13][N:12]([C:10](=[O:11])[CH2:9][O:8][C:7]2[CH:6]=[CH:5][C:4]([C:30]3[CH2:31][CH2:32][C:33](=[O:36])[NH:34][N:35]=3)=[CH:3][C:2]=2[Cl:1])[CH2:17][CH2:16]1)[CH:37]=[CH2:38]. (3) Given the reactants Br[C:2]1[C:11]2[CH2:10][CH2:9][CH2:8][CH:7]([NH:12][C:13](=[O:16])[CH2:14][CH3:15])[C:6]=2[CH:5]=[N:4][CH:3]=1.[F:17][C:18]1[CH:23]=[CH:22][C:21](B(O)O)=[CH:20][C:19]=1[CH3:27], predict the reaction product. The product is: [F:17][C:18]1[CH:23]=[CH:22][C:21]([C:2]2[C:11]3[CH2:10][CH2:9][CH2:8][CH:7]([NH:12][C:13](=[O:16])[CH2:14][CH3:15])[C:6]=3[CH:5]=[N:4][CH:3]=2)=[CH:20][C:19]=1[CH3:27].